This data is from Catalyst prediction with 721,799 reactions and 888 catalyst types from USPTO. The task is: Predict which catalyst facilitates the given reaction. (1) Reactant: [Br:1][C:2]1[CH:11]=[CH:10][C:9]2[O:8][C@@H:7]3[CH2:12][C@H:13](OCC)[O:14][CH2:15][C@@H:6]3[C:5](=[O:19])[C:4]=2[CH:3]=1.C([SiH](CC)CC)C.B(F)(F)F. Product: [Br:1][C:2]1[CH:11]=[CH:10][C:9]2[O:8][C@@H:7]3[CH2:12][CH2:13][O:14][CH2:15][C@@H:6]3[C:5](=[O:19])[C:4]=2[CH:3]=1. The catalyst class is: 2. (2) Product: [CH:20]([C:19]1[N:8]=[C:6]([C:5]2[CH:9]=[CH:10][C:11]([C:13]([F:16])([F:14])[F:15])=[CH:12][C:4]=2[N+:1]([O-:3])=[O:2])[S:7][CH:18]=1)([CH3:22])[CH3:21]. Reactant: [N+:1]([C:4]1[CH:12]=[C:11]([C:13]([F:16])([F:15])[F:14])[CH:10]=[CH:9][C:5]=1[C:6]([NH2:8])=[S:7])([O-:3])=[O:2].Br[CH2:18][C:19](=O)[CH:20]([CH3:22])[CH3:21]. The catalyst class is: 12. (3) Reactant: [NH:1]([C:15]([O:17][C:18]([CH3:21])([CH3:20])[CH3:19])=[O:16])[C@H:2]([C:12]([OH:14])=O)[CH2:3][C:4]1[CH:9]=CC(Cl)=C(Cl)C=1.[ClH:22].[ClH:23].[NH2:24][CH2:25][C:26]1[CH:27]=[CH:28][C:29]([NH2:32])=[N:30][CH:31]=1.[CH:33]1[CH:34]=[CH:35][C:36]2N(O)N=N[C:37]=2[CH:38]=1.[CH3:43][CH2:44][N:45]=C=NCCCN(C)C.Cl.[CH:55](N(C(C)C)CC)(C)C.CN([CH:67]=[O:68])C. Product: [C:18]([O:17][C:15](=[O:16])[NH:1][C@H:2]([C:12](=[O:14])[NH:45][C@H:44]([C:67](=[O:68])[NH:24][CH2:25][C:26]1[CH:31]=[N:30][C:29]([NH2:32])=[CH:28][CH:27]=1)[CH2:43][C:37]1[CH:36]=[CH:35][C:34]([Cl:22])=[C:33]([Cl:23])[CH:38]=1)[CH:3]([CH3:55])[CH2:4][CH3:9])([CH3:19])([CH3:20])[CH3:21]. The catalyst class is: 366.